Dataset: Peptide-MHC class II binding affinity with 134,281 pairs from IEDB. Task: Regression. Given a peptide amino acid sequence and an MHC pseudo amino acid sequence, predict their binding affinity value. This is MHC class II binding data. The peptide sequence is GLSSRKRRSHDVLTV. The MHC is H-2-IEd with pseudo-sequence H-2-IEd. The binding affinity (normalized) is 0.122.